This data is from Forward reaction prediction with 1.9M reactions from USPTO patents (1976-2016). The task is: Predict the product of the given reaction. (1) The product is: [CH2:20]([O:1][C@@H:2]1[CH2:11][CH2:10][C:5]2([O:9][CH2:8][CH2:7][O:6]2)[CH2:4][C@:3]1([CH3:17])[C:12]([O:14][CH2:15][CH3:16])=[O:13])[C:21]1[CH:26]=[CH:25][CH:24]=[CH:23][CH:22]=1. Given the reactants [OH:1][C@@H:2]1[CH2:11][CH2:10][C:5]2([O:9][CH2:8][CH2:7][O:6]2)[CH2:4][C@:3]1([CH3:17])[C:12]([O:14][CH2:15][CH3:16])=[O:13].[H-].[Na+].[CH2:20](Br)[C:21]1[CH:26]=[CH:25][CH:24]=[CH:23][CH:22]=1, predict the reaction product. (2) Given the reactants [N+:1]([C:4]1[C:13]2[C:8](=[CH:9][C:10]([CH:14]=[CH2:15])=[CH:11][CH:12]=2)[CH:7]=[CH:6][C:5]=1OS(C(F)(F)F)(=O)=O)([O-:3])=[O:2].[F:24][C:25]([S:28][C:29]1[CH:35]=[CH:34][C:32]([NH2:33])=[CH:31][CH:30]=1)([F:27])[F:26].C1C=CC(P(C2C=CC=CC=2)C2C=CC=CC=2)=CC=1.C([O-])([O-])=O.[K+].[K+], predict the reaction product. The product is: [N+:1]([C:4]1[C:13]2[C:8](=[CH:9][C:10]([CH:14]=[CH2:15])=[CH:11][CH:12]=2)[CH:7]=[CH:6][C:5]=1[NH:33][C:32]1[CH:34]=[CH:35][C:29]([S:28][C:25]([F:27])([F:24])[F:26])=[CH:30][CH:31]=1)([O-:3])=[O:2]. (3) Given the reactants [CH:1]1([CH:4]([C:19]2[CH:24]=[CH:23][CH:22]=[CH:21][CH:20]=2)[N:5]2[CH:9]=[C:8](B3OC(C)(C)C(C)(C)O3)[CH:7]=[N:6]2)[CH2:3][CH2:2]1.[OH-:25].[Na+].OO.O.Cl, predict the reaction product. The product is: [CH:1]1([CH:4]([C:19]2[CH:24]=[CH:23][CH:22]=[CH:21][CH:20]=2)[N:5]2[CH:9]=[C:8]([OH:25])[CH:7]=[N:6]2)[CH2:3][CH2:2]1.[CH2:4]([N:5]1[CH:9]=[C:8]([OH:25])[CH:7]=[N:6]1)[C:19]1[CH:24]=[CH:23][CH:22]=[CH:21][CH:20]=1. (4) Given the reactants [CH:1]1([N:6]2[CH2:11][CH2:10][N:9]([C:12]([C:14]3[CH:15]=[C:16]4[C:20](=[CH:21][CH:22]=3)[NH:19][C:18]([C:23]([N:25]3[CH2:30][CH2:29][C:28]([F:32])([F:31])[CH2:27][CH2:26]3)=[O:24])=[CH:17]4)=[O:13])[CH2:8][CH2:7]2)[CH2:5][CH2:4][CH2:3][CH2:2]1.[C:33]([C:35]1[CH:40]=[CH:39][C:38](B(O)O)=[CH:37][CH:36]=1)#[N:34].N1C=CC=CC=1, predict the reaction product. The product is: [CH:1]1([N:6]2[CH2:7][CH2:8][N:9]([C:12]([C:14]3[CH:15]=[C:16]4[C:20](=[CH:21][CH:22]=3)[N:19]([C:38]3[CH:39]=[CH:40][C:35]([C:33]#[N:34])=[CH:36][CH:37]=3)[C:18]([C:23]([N:25]3[CH2:26][CH2:27][C:28]([F:31])([F:32])[CH2:29][CH2:30]3)=[O:24])=[CH:17]4)=[O:13])[CH2:10][CH2:11]2)[CH2:5][CH2:4][CH2:3][CH2:2]1. (5) Given the reactants OP([O-])(O)=O.[K+].OP([O-])([O-])=O.[K+].[K+].[P:14]([O:18][CH2:19][C@@H:20]([OH:29])[C@@H:21]([OH:28])[C@H:22]([OH:27])[C:23](=O)[CH2:24][OH:25])([OH:17])([OH:16])=[O:15].[NH2:30][C@H](C(O)=O)CCC(=O)N.C(N(CC(O)=O)CC(O)=O)CN(CC(O)=O)CC(O)=O, predict the reaction product. The product is: [P:14]([O:18][CH2:19][C@H:20]1[O:29][CH:24]([OH:25])[C@H:23]([NH2:30])[C@@H:22]([OH:27])[C@@H:21]1[OH:28])([OH:17])([OH:16])=[O:15]. (6) Given the reactants [O:1]=[C:2]([NH:12][C:13](=[O:31])[CH2:14][C:15]1[CH:20]=[CH:19][C:18]([CH2:21][CH2:22][CH2:23][CH2:24][C:25]2[CH:30]=[CH:29][CH:28]=[CH:27][CH:26]=2)=[CH:17][CH:16]=1)[CH2:3][CH2:4][C:5]([O:7]C(C)(C)C)=[O:6].Cl, predict the reaction product. The product is: [O:1]=[C:2]([NH:12][C:13](=[O:31])[CH2:14][C:15]1[CH:16]=[CH:17][C:18]([CH2:21][CH2:22][CH2:23][CH2:24][C:25]2[CH:26]=[CH:27][CH:28]=[CH:29][CH:30]=2)=[CH:19][CH:20]=1)[CH2:3][CH2:4][C:5]([OH:7])=[O:6].